The task is: Predict the product of the given reaction.. This data is from Forward reaction prediction with 1.9M reactions from USPTO patents (1976-2016). (1) Given the reactants [N+:1]([C:4]1[CH:5]=[C:6]([CH:8]=[CH:9][CH:10]=1)[NH2:7])([O-:3])=[O:2].[CH3:11][C:12]([O:15][C:16](O[C:16]([O:15][C:12]([CH3:14])([CH3:13])[CH3:11])=[O:17])=[O:17])([CH3:14])[CH3:13], predict the reaction product. The product is: [N+:1]([C:4]1[CH:5]=[C:6]([NH:7][C:16](=[O:17])[O:15][C:12]([CH3:14])([CH3:13])[CH3:11])[CH:8]=[CH:9][CH:10]=1)([O-:3])=[O:2]. (2) Given the reactants [Cl:1][C:2]1[CH:7]=[CH:6][CH:5]=[CH:4][C:3]=1[N:8]1[C:13](=[O:14])[CH:12]=[CH:11][C:10]2[C:15]([C:21]3[CH:26]=[CH:25][CH:24]=[CH:23][CH:22]=3)=[C:16]([C:18](O)=[O:19])[S:17][C:9]1=2.C(N1C=CN=C1)([N:29]1C=CN=C1)=O.N, predict the reaction product. The product is: [Cl:1][C:2]1[CH:7]=[CH:6][CH:5]=[CH:4][C:3]=1[N:8]1[C:13](=[O:14])[CH:12]=[CH:11][C:10]2[C:15]([C:21]3[CH:26]=[CH:25][CH:24]=[CH:23][CH:22]=3)=[C:16]([C:18]([NH2:29])=[O:19])[S:17][C:9]1=2. (3) Given the reactants [N:1]1([C:7]2[CH:8]=[CH:9][C:10]3[N:11]([C:13]([CH:16]4[CH2:21][CH2:20][CH2:19][NH:18][CH2:17]4)=[N:14][N:15]=3)[N:12]=2)[CH2:6][CH2:5][CH2:4][CH2:3][CH2:2]1.C(N(CC)CC)C.[CH3:29][S:30](Cl)(=[O:32])=[O:31], predict the reaction product. The product is: [CH3:29][S:30]([N:18]1[CH2:19][CH2:20][CH2:21][CH:16]([C:13]2[N:11]3[N:12]=[C:7]([N:1]4[CH2:2][CH2:3][CH2:4][CH2:5][CH2:6]4)[CH:8]=[CH:9][C:10]3=[N:15][N:14]=2)[CH2:17]1)(=[O:32])=[O:31]. (4) Given the reactants Cl[CH:2]1[CH2:7][CH2:6][CH2:5][CH2:4][CH2:3]1.C1C=CC=CC=1.[Li].CC(C)([O-])C.[K+].C1(C2C=CC=CC=2)C=CC=CC=1.[C:33](=[O:35])=[O:34], predict the reaction product. The product is: [C:33]([OH:35])(=[O:34])[C:2]1[CH:7]=[CH:6][CH:5]=[CH:4][CH:3]=1.